Dataset: Reaction yield outcomes from USPTO patents with 853,638 reactions. Task: Predict the reaction yield, written as a fraction of the theoretical maximum amount of product (1.0 means a 100% yield; for example, 0.34 means a 34% yield). (1) The reactants are [NH2:1][C@@H:2]([CH2:27][C:28]1[CH:33]=[CH:32][CH:31]=[CH:30][CH:29]=1)[CH2:3][C@H:4]([OH:26])[C@@H:5]([NH:13][C:14]([C@@H:16]([NH:21][C:22](=[O:25])[O:23][CH3:24])[C:17]([CH3:20])([CH3:19])[CH3:18])=[O:15])[CH2:6][C:7]1[CH:12]=[CH:11][CH:10]=[CH:9][CH:8]=1.[CH3:34][C@@H:35]([CH2:54][CH3:55])[C@H:36]([N:40]1[CH2:44][CH2:43][N:42]([CH2:45][C:46]2[CH:51]=[CH:50][CH:49]=[C:48]([CH3:52])[N:47]=2)[C:41]1=[O:53])[C:37](O)=[O:38].CCOP(ON1N=NC2C=CC=CC=2C1=O)(OCC)=O.C(N(CC)C(C)C)(C)C. The catalyst is C1COCC1. The product is [CH2:6]([C@H:5]([NH:13][C:14]([C@@H:16]([NH:21][C:22](=[O:25])[O:23][CH3:24])[C:17]([CH3:19])([CH3:20])[CH3:18])=[O:15])[C@@H:4]([OH:26])[CH2:3][C@@H:2]([NH:1][C:37](=[O:38])[C@@H:36]([N:40]1[CH2:44][CH2:43][N:42]([CH2:45][C:46]2[CH:51]=[CH:50][CH:49]=[C:48]([CH3:52])[N:47]=2)[C:41]1=[O:53])[CH:35]([CH3:34])[CH2:54][CH3:55])[CH2:27][C:28]1[CH:29]=[CH:30][CH:31]=[CH:32][CH:33]=1)[C:7]1[CH:12]=[CH:11][CH:10]=[CH:9][CH:8]=1. The yield is 0.480. (2) The reactants are [F:1][CH:2]([F:22])[O:3][C:4]1[CH:9]=[CH:8][CH:7]=[CH:6][C:5]=1[NH:10][N:11]=[C:12]([C:17](=[O:21])[CH2:18][O:19][CH3:20])[C:13]([O:15][CH3:16])=[O:14].[CH3:23]OC(OC)N(C)C. No catalyst specified. The product is [F:1][CH:2]([F:22])[O:3][C:4]1[CH:9]=[CH:8][CH:7]=[CH:6][C:5]=1[N:10]1[CH:23]=[C:18]([O:19][CH3:20])[C:17](=[O:21])[C:12]([C:13]([O:15][CH3:16])=[O:14])=[N:11]1. The yield is 0.880. (3) The reactants are [Br:1][C:2]1[CH:7]=[C:6]([CH2:8]Br)[CH:5]=[CH:4][C:3]=1[O:10][CH3:11].CC1(C)C(C)(C)OB([C:20]2[CH:25]=[CH:24][C:23]([NH:26][C:27]([NH2:29])=[O:28])=[CH:22][CH:21]=2)O1.P([O-])([O-])([O-])=O.[K+].[K+].[K+].C(COC)OC. The catalyst is [Pd].C1(P(C2C=CC=CC=2)C2C=CC=CC=2)C=CC=CC=1.C1(P(C2C=CC=CC=2)C2C=CC=CC=2)C=CC=CC=1.C1(P(C2C=CC=CC=2)C2C=CC=CC=2)C=CC=CC=1.C1(P(C2C=CC=CC=2)C2C=CC=CC=2)C=CC=CC=1.O.C(O)C. The product is [Br:1][C:2]1[CH:7]=[C:6]([CH:5]=[CH:4][C:3]=1[O:10][CH3:11])[CH2:8][C:20]1[CH:25]=[CH:24][C:23]([NH:26][C:27]([NH2:29])=[O:28])=[CH:22][CH:21]=1. The yield is 0.340. (4) The reactants are [OH-].[Na+].C1(C[O:10][C:11]([C:13]2([NH:19][C:20]([C:22]3[CH:27]=[CH:26][C:25]([CH2:28][N:29]4[CH2:34][CH2:33][O:32][CH2:31][CH2:30]4)=[CH:24][CH:23]=3)=O)[CH2:18][CH2:17][CH2:16][CH2:15][CH2:14]2)=[O:12])C=CC=CC=1.Cl.C(N(CC)CC)C.Cl.C(N=C=NCCCN(C)C)C. The catalyst is O1CCCC1.C(Cl)Cl. The product is [N:29]1([CH2:28][C:25]2[CH:24]=[CH:23][C:22]([C:20]3[O:10][C:11](=[O:12])[C:13]4([CH2:18][CH2:17][CH2:16][CH2:15][CH2:14]4)[N:19]=3)=[CH:27][CH:26]=2)[CH2:34][CH2:33][O:32][CH2:31][CH2:30]1. The yield is 0.800. (5) The reactants are C([O:3][C:4]([C:6]1[N:7]=[C:8]([NH:11][CH:12]([CH3:14])[CH3:13])[O:9][CH:10]=1)=[O:5])C.[OH-].[Na+].Cl. The catalyst is CCO.O. The product is [CH:12]([NH:11][C:8]1[O:9][CH:10]=[C:6]([C:4]([OH:5])=[O:3])[N:7]=1)([CH3:14])[CH3:13]. The yield is 0.870.